This data is from Full USPTO retrosynthesis dataset with 1.9M reactions from patents (1976-2016). The task is: Predict the reactants needed to synthesize the given product. (1) Given the product [C:31]1([C:37]2[C:46]3[C:41](=[CH:42][CH:43]=[CH:44][CH:45]=3)[N:40]=[CH:39][C:38]=2[CH:47]([N:2]2[C:3](=[O:10])[C:4]3[C:9](=[CH:8][CH:7]=[CH:6][CH:5]=3)[C:1]2=[O:11])[CH3:48])[CH:32]=[CH:33][CH:34]=[CH:35][CH:36]=1, predict the reactants needed to synthesize it. The reactants are: [C:1]1(=[O:11])[C:9]2[C:4](=[CH:5][CH:6]=[CH:7][CH:8]=2)[C:3](=[O:10])[NH:2]1.C1(P(C2C=CC=CC=2)C2C=CC=CC=2)C=CC=CC=1.[C:31]1([C:37]2[C:46]3[C:41](=[CH:42][CH:43]=[CH:44][CH:45]=3)[N:40]=[CH:39][C:38]=2[CH:47](O)[CH3:48])[CH:36]=[CH:35][CH:34]=[CH:33][CH:32]=1.CC(OC(/N=N/C(OC(C)C)=O)=O)C. (2) Given the product [CH3:12][O:13][C:14]1[CH:19]=[CH:18][CH:17]=[CH:16][C:15]=1[O:20][C:21]1[CH:22]=[C:23]([CH2:24][NH:25][C:4](=[O:6])[C:3]2[CH:7]=[CH:8][C:9]([F:11])=[N:10][C:2]=2[NH2:1])[CH:26]=[CH:27][CH:28]=1, predict the reactants needed to synthesize it. The reactants are: [NH2:1][C:2]1[N:10]=[C:9]([F:11])[CH:8]=[CH:7][C:3]=1[C:4]([OH:6])=O.[CH3:12][O:13][C:14]1[CH:19]=[CH:18][CH:17]=[CH:16][C:15]=1[O:20][C:21]1[CH:22]=[C:23]([CH:26]=[CH:27][CH:28]=1)[CH2:24][NH2:25].CN([P+](ON1N=NC2C=CC=CC1=2)(N(C)C)N(C)C)C.F[P-](F)(F)(F)(F)F.C(=O)(O)[O-].[Na+]. (3) Given the product [C:1]([C:3]1([C:4]([O:6][CH2:7][CH3:8])=[O:5])[CH2:11][CH2:10]1)#[N:2], predict the reactants needed to synthesize it. The reactants are: [C:1]([CH2:3][C:4]([O:6][CH2:7][CH3:8])=[O:5])#[N:2].Br[CH2:10][CH2:11]Br.C([O-])([O-])=O.[K+].[K+]. (4) Given the product [C@@H:6]1([O:24][C:25]2[C:29]([CH2:30][C:31]3[CH:32]=[CH:33][C:34]([CH2:37][CH2:38][CH2:39][CH2:40][C:41](=[O:49])[NH:42][C:43]([C:46]([N:57]4[CH2:58][CH2:59][N:54]([CH3:53])[CH2:55][CH2:56]4)=[O:47])([CH3:45])[CH3:44])=[CH:35][CH:36]=3)=[C:28]([CH:50]([CH3:52])[CH3:51])[NH:27][N:26]=2)[O:7][C@H:8]([CH2:19][OH:20])[C@H:9]([OH:15])[C@H:10]([OH:11])[C@H:5]1[OH:4], predict the reactants needed to synthesize it. The reactants are: C([O:4][C@@H:5]1[C@@H:10]([O:11]C(=O)C)[C@@H:9]([O:15]C(=O)C)[C@@H:8]([CH2:19][O:20]C(=O)C)[O:7][C@H:6]1[O:24][C:25]1[C:29]([CH2:30][C:31]2[CH:36]=[CH:35][C:34]([CH2:37][CH2:38][CH2:39][CH2:40][C:41](=[O:49])[NH:42][C:43]([C:46](O)=[O:47])([CH3:45])[CH3:44])=[CH:33][CH:32]=2)=[C:28]([CH:50]([CH3:52])[CH3:51])[NH:27][N:26]=1)(=O)C.[CH3:53][N:54]1[CH2:59][CH2:58][NH:57][CH2:56][CH2:55]1.NC(C)(C)C(N)=O. (5) The reactants are: C([O:5][C:6](=[O:33])[CH2:7][N:8]1[C:12]([C:13]2[CH:18]=[CH:17][C:16]([Cl:19])=[CH:15][CH:14]=2)=[C:11]([CH:20]2[CH2:25][CH2:24][CH2:23][CH2:22][CH2:21]2)[C:10]2[S:26][C:27]([C:29]([O:31][CH3:32])=[O:30])=[CH:28][C:9]1=2)(C)(C)C. Given the product [Cl:19][C:16]1[CH:15]=[CH:14][C:13]([C:12]2([C:13]3[CH:18]=[CH:17][CH:16]=[CH:15][CH:14]=3)[N:8]([CH2:7][C:6]([OH:5])=[O:33])[C:9]3=[CH:28][CH:27]([C:29]([O:31][CH3:32])=[O:30])[S:26][C:10]3=[C:11]2[CH:20]2[CH2:21][CH2:22][CH2:23][CH2:24][CH2:25]2)=[CH:18][CH:17]=1, predict the reactants needed to synthesize it. (6) Given the product [Br:1][C:2]1[CH:3]=[C:4]([CH:9]=[C:10]([O:12][CH:20]([CH3:22])[CH3:21])[CH:11]=1)[C:5]([O:7][CH3:8])=[O:6], predict the reactants needed to synthesize it. The reactants are: [Br:1][C:2]1[CH:3]=[C:4]([CH:9]=[C:10]([OH:12])[CH:11]=1)[C:5]([O:7][CH3:8])=[O:6].C([O-])([O-])=O.[K+].[K+].I[CH:20]([CH3:22])[CH3:21]. (7) The reactants are: [NH2:1][C:2]1[N:7]=[C:6]([CH2:8][C:9]2[C:14]([Cl:15])=[CH:13][CH:12]=[CH:11][C:10]=2[Cl:16])[N:5]=[C:4]([NH:17][C:18]2[CH:25]=[CH:24][C:21]([C:22]#[N:23])=[CH:20][CH:19]=2)[N:3]=1.[H-].[Na+].[N:28]([CH:31]([CH3:33])[CH3:32])=[C:29]=[O:30]. Given the product [C:22]([C:21]1[CH:20]=[CH:19][C:18]([NH:17][C:4]2[N:5]=[C:6]([CH2:8][C:9]3[C:14]([Cl:15])=[CH:13][CH:12]=[CH:11][C:10]=3[Cl:16])[N:7]=[C:2]([NH:1][C:29]([NH:28][CH:31]([CH3:33])[CH3:32])=[O:30])[N:3]=2)=[CH:25][CH:24]=1)#[N:23], predict the reactants needed to synthesize it.